Dataset: Reaction yield outcomes from USPTO patents with 853,638 reactions. Task: Predict the reaction yield, written as a fraction of the theoretical maximum amount of product (1.0 means a 100% yield; for example, 0.34 means a 34% yield). (1) The reactants are Br[C:2]1[CH:3]=[C:4]([NH:10][C:11]2[CH:16]=[CH:15][C:14]([N:17]3[CH2:22][C@@H:21]([CH3:23])[N:20]([CH:24]4[CH2:27][O:26][CH2:25]4)[CH2:19][C@@H:18]3[CH3:28])=[CH:13][N:12]=2)[C:5](=[O:9])[N:6]([CH3:8])[CH:7]=1.[C:29]([O:32][CH2:33][C:34]1[C:39](B2OC(C)(C)C(C)(C)O2)=[CH:38][C:37]([F:49])=[CH:36][C:35]=1[N:50]1[CH2:62][CH2:61][N:53]2[C:54]3[CH2:55][CH2:56][CH2:57][CH2:58][C:59]=3[CH:60]=[C:52]2[C:51]1=[O:63])(=[O:31])[CH3:30]. No catalyst specified. The product is [C:29]([O:32][CH2:33][C:34]1[C:35]([N:50]2[CH2:62][CH2:61][N:53]3[C:54]4[CH2:55][CH2:56][CH2:57][CH2:58][C:59]=4[CH:60]=[C:52]3[C:51]2=[O:63])=[CH:36][C:37]([F:49])=[CH:38][C:39]=1[C:2]1[CH:3]=[C:4]([NH:10][C:11]2[CH:16]=[CH:15][C:14]([N:17]3[CH2:22][C@@H:21]([CH3:23])[N:20]([CH:24]4[CH2:25][O:26][CH2:27]4)[CH2:19][C@@H:18]3[CH3:28])=[CH:13][N:12]=2)[C:5](=[O:9])[N:6]([CH3:8])[CH:7]=1)(=[O:31])[CH3:30]. The yield is 0.850. (2) The reactants are [CH3:1][N:2]([CH2:51][C:52]1[C:53]2[C:58]([C:59]([CH2:66][NH:67][CH3:68])=[C:60]3[C:65]=1[CH:64]=[CH:63][CH:62]=[CH:61]3)=[CH:57][CH:56]=[CH:55][CH:54]=2)[C:3]([C:5]1[CH:28]=[CH:27][C:26]([C:29](=[O:50])[N:30]([CH3:49])[CH2:31][C:32]2[C:33]3[C:38]([C:39]([CH2:46][NH:47][CH3:48])=[C:40]4[C:45]=2[CH:44]=[CH:43][CH:42]=[CH:41]4)=[CH:37][CH:36]=[CH:35][CH:34]=3)=[CH:25][C:6]=1[O:7][CH2:8][C:9]1[N:10]=[N:11][N:12]([CH2:14][CH2:15][CH2:16][NH:17][C:18](=[O:24])[O:19][C:20]([CH3:23])([CH3:22])[CH3:21])[CH:13]=1)=[O:4].Br[CH2:70][C:71]1[CH:76]=[CH:75][CH:74]=[CH:73][C:72]=1[B:77]1[O:82]CC(C)(C)C[O:78]1.C([O-])([O-])=O.[K+].[K+].[Na+].[I-]. The catalyst is CC#N. The product is [C:20]([O:19][C:18]([NH:17][CH2:16][CH2:15][CH2:14][N:12]1[CH:13]=[C:9]([CH2:8][O:7][C:6]2[CH:25]=[C:26]([C:29]([N:30]([CH2:31][C:32]3[C:33]4[C:38](=[CH:37][CH:36]=[CH:35][CH:34]=4)[C:39]([CH2:46][N:47]([CH2:70][C:71]4[CH:76]=[CH:75][CH:74]=[CH:73][C:72]=4[B:77]([OH:78])[OH:82])[CH3:48])=[C:40]4[C:45]=3[CH:44]=[CH:43][CH:42]=[CH:41]4)[CH3:49])=[O:50])[CH:27]=[CH:28][C:5]=2[C:3]([N:2]([CH2:51][C:52]2[C:65]3[C:60](=[CH:61][CH:62]=[CH:63][CH:64]=3)[C:59]([CH2:66][N:67]([CH2:70][C:71]3[CH:76]=[CH:75][CH:74]=[CH:73][C:72]=3[B:77]([OH:82])[OH:78])[CH3:68])=[C:58]3[C:53]=2[CH:54]=[CH:55][CH:56]=[CH:57]3)[CH3:1])=[O:4])[N:10]=[N:11]1)=[O:24])([CH3:23])([CH3:22])[CH3:21]. The yield is 0.790. (3) The reactants are [C:1]([O:5][C:6]([N:8]([C:24]([O:26][C:27]([CH3:30])([CH3:29])[CH3:28])=[O:25])[C:9]1[O:17][C:16]2[C:11](=[N:12][CH:13]=[C:14]([CH:18]=C)[CH:15]=2)[C:10]=1[C:20]([O:22][CH3:23])=[O:21])=[O:7])([CH3:4])([CH3:3])[CH3:2].C1C[O:34]CC1. The catalyst is [Os](=O)(=O)(=O)=O.O. The product is [C:27]([O:26][C:24]([N:8]([C:6]([O:5][C:1]([CH3:2])([CH3:3])[CH3:4])=[O:7])[C:9]1[O:17][C:16]2[C:11](=[N:12][CH:13]=[C:14]([CH:18]=[O:34])[CH:15]=2)[C:10]=1[C:20]([O:22][CH3:23])=[O:21])=[O:25])([CH3:28])([CH3:30])[CH3:29]. The yield is 0.980.